Dataset: TCR-epitope binding with 47,182 pairs between 192 epitopes and 23,139 TCRs. Task: Binary Classification. Given a T-cell receptor sequence (or CDR3 region) and an epitope sequence, predict whether binding occurs between them. (1) Result: 1 (the TCR binds to the epitope). The TCR CDR3 sequence is CASSLYTDNYYGYTF. The epitope is YIFFASFYY. (2) The epitope is MLNIPSINV. The TCR CDR3 sequence is CASSLGSHDSTNYGYTF. Result: 1 (the TCR binds to the epitope). (3) The epitope is KLGGALQAK. The TCR CDR3 sequence is CASSLSGSSYNEQFF. Result: 1 (the TCR binds to the epitope). (4) Result: 1 (the TCR binds to the epitope). The epitope is GILGFVFTL. The TCR CDR3 sequence is CASSIFVGALSDEQYF.